Dataset: Reaction yield outcomes from USPTO patents with 853,638 reactions. Task: Predict the reaction yield, written as a fraction of the theoretical maximum amount of product (1.0 means a 100% yield; for example, 0.34 means a 34% yield). The reactants are [NH2:1][C:2]1[C:7]([N+:8]([O-:10])=[O:9])=[CH:6][C:5](Br)=[CH:4][N:3]=1.[CH3:12][C:13]([O:16][C:17]([N:19]1[CH2:25][C:24]2[CH:26]=[C:27](B(O)O)[CH:28]=[CH:29][C:23]=2[O:22][CH2:21][CH2:20]1)=[O:18])([CH3:15])[CH3:14].ClCCl.C(N(C(C)C)CC)(C)C. The catalyst is O1CCOCC1. The product is [NH2:1][C:2]1[N:3]=[CH:4][C:5]([C:27]2[CH:28]=[CH:29][C:23]3[O:22][CH2:21][CH2:20][N:19]([C:17]([O:16][C:13]([CH3:14])([CH3:12])[CH3:15])=[O:18])[CH2:25][C:24]=3[CH:26]=2)=[CH:6][C:7]=1[N+:8]([O-:10])=[O:9]. The yield is 0.480.